From a dataset of Forward reaction prediction with 1.9M reactions from USPTO patents (1976-2016). Predict the product of the given reaction. Given the reactants [C:1]1([C:7]#[C:8][C:9]([O:11][CH2:12][CH3:13])=[O:10])[CH:6]=[CH:5][CH:4]=[CH:3][CH:2]=1.CO[CH2:16][N:17]([CH2:23][C:24]1[CH:29]=[CH:28][CH:27]=[CH:26][CH:25]=1)[CH2:18][Si](C)(C)C.FC(F)(F)C(O)=O, predict the reaction product. The product is: [CH2:12]([O:11][C:9]([C:8]1[CH2:16][N:17]([CH2:23][C:24]2[CH:29]=[CH:28][CH:27]=[CH:26][CH:25]=2)[CH2:18][C:7]=1[C:1]1[CH:6]=[CH:5][CH:4]=[CH:3][CH:2]=1)=[O:10])[CH3:13].